This data is from Peptide-MHC class II binding affinity with 134,281 pairs from IEDB. The task is: Regression. Given a peptide amino acid sequence and an MHC pseudo amino acid sequence, predict their binding affinity value. This is MHC class II binding data. (1) The peptide sequence is AWMSAAAAQAEQAAT. The MHC is DRB1_0405 with pseudo-sequence DRB1_0405. The binding affinity (normalized) is 0.630. (2) The peptide sequence is RLEDEMKEGRYEVRA. The MHC is HLA-DQA10102-DQB10602 with pseudo-sequence HLA-DQA10102-DQB10602. The binding affinity (normalized) is 0.0914. (3) The peptide sequence is HTQTAGPWHLGKLEL. The MHC is DRB1_0301 with pseudo-sequence DRB1_0301. The binding affinity (normalized) is 0.387.